From a dataset of Full USPTO retrosynthesis dataset with 1.9M reactions from patents (1976-2016). Predict the reactants needed to synthesize the given product. (1) Given the product [F:31][C:26]1[CH:25]=[C:24]([C:19](=[C:17]2[CH2:18][NH:15][CH2:16]2)[S:20]([CH3:23])(=[O:22])=[O:21])[CH:29]=[C:28]([F:30])[CH:27]=1, predict the reactants needed to synthesize it. The reactants are: N1CCCC1.ClCC1C=CC([C@H](C2C=CC(Cl)=CC=2)[N:15]2[CH2:18][C:17](=[C:19]([C:24]3[CH:29]=[C:28]([F:30])[CH:27]=[C:26]([F:31])[CH:25]=3)[S:20]([CH3:23])(=[O:22])=[O:21])[CH2:16]2)=CC=1.[I-].[Na+]. (2) Given the product [F:34][C:35]1[C:44]([CH:45]([N:50]2[C:51](=[O:58])[C:52]3[C:57](=[CH:56][CH:55]=[CH:54][CH:53]=3)[C:49]2=[O:59])[CH3:46])=[C:43]([F:48])[CH:42]=[C:41]2[C:36]=1[CH:37]=[CH:38][CH:39]=[N:40]2, predict the reactants needed to synthesize it. The reactants are: N(/C(OC(C)C)=O)=N\C(OC(C)C)=O.C1(P(C2C=CC=CC=2)C2C=CC=CC=2)C=CC=CC=1.[F:34][C:35]1[C:44]([CH:45](O)[CH3:46])=[C:43]([F:48])[CH:42]=[C:41]2[C:36]=1[CH:37]=[CH:38][CH:39]=[N:40]2.[C:49]1(=[O:59])[C:57]2[C:52](=[CH:53][CH:54]=[CH:55][CH:56]=2)[C:51](=[O:58])[NH:50]1.